This data is from Full USPTO retrosynthesis dataset with 1.9M reactions from patents (1976-2016). The task is: Predict the reactants needed to synthesize the given product. (1) Given the product [CH3:25][C@H:23]1[CH2:24][CH2:22][CH2:20][N:19]1[C:2]1[C:3](=[O:16])[NH:4][C:5]2[C:10]([N:11]=1)=[CH:9][C:8]([C:12]([O:14][CH3:15])=[O:13])=[CH:7][CH:6]=2, predict the reactants needed to synthesize it. The reactants are: Cl[C:2]1[C:3](=[O:16])[NH:4][C:5]2[C:10]([N:11]=1)=[CH:9][C:8]([C:12]([O:14][CH3:15])=[O:13])=[CH:7][CH:6]=2.CC[N:19]([CH:23]([CH3:25])[CH3:24])[CH:20]([CH3:22])C.C[C@H]1CCCN1. (2) Given the product [F:9][C:4]1[CH:3]=[C:2]([CH:14]2[CH2:15][CH2:16][N:11]([CH3:10])[CH2:12][CH:13]2[C:17]([O:19][CH3:20])=[O:18])[CH:7]=[CH:6][C:5]=1[CH3:8], predict the reactants needed to synthesize it. The reactants are: Br[C:2]1[CH:7]=[CH:6][C:5]([CH3:8])=[C:4]([F:9])[CH:3]=1.[CH3:10][N:11]1[CH2:16][CH2:15][CH:14]=[C:13]([C:17]([O:19][CH3:20])=[O:18])[CH2:12]1. (3) Given the product [Cl:22][C:14]1[C:15]([F:21])=[CH:16][CH:17]=[C:18]([O:19][CH3:20])[C:13]=1[C@H:11]([C:10]1[C:4]2[C:5](=[N:6][CH:7]=[C:2]([B:23]3[O:27][C:26]([CH3:29])([CH3:28])[C:25]([CH3:31])([CH3:30])[O:24]3)[CH:3]=2)[NH:8][CH:9]=1)[CH3:12], predict the reactants needed to synthesize it. The reactants are: Br[C:2]1[CH:3]=[C:4]2[C:10]([C@@H:11]([C:13]3[C:18]([O:19][CH3:20])=[CH:17][CH:16]=[C:15]([F:21])[C:14]=3[Cl:22])[CH3:12])=[CH:9][NH:8][C:5]2=[N:6][CH:7]=1.[B:23]1([B:23]2[O:27][C:26]([CH3:29])([CH3:28])[C:25]([CH3:31])([CH3:30])[O:24]2)[O:27][C:26]([CH3:29])([CH3:28])[C:25]([CH3:31])([CH3:30])[O:24]1.C([O-])(=O)C.[K+]. (4) The reactants are: [C:1]([NH:4][C:5]1[CH:14]=[C:13]([C:15]2[CH:20]=[CH:19][N:18]3[N:21]=[CH:22][CH:23]=[C:17]3[N:16]=2)[CH:12]=[CH:11][C:6]=1[C:7]([O:9][CH3:10])=[O:8])(=[O:3])[CH3:2].[I:24]N1C(=O)CCC1=O.O. Given the product [C:1]([NH:4][C:5]1[CH:14]=[C:13]([C:15]2[CH:20]=[CH:19][N:18]3[N:21]=[CH:22][C:23]([I:24])=[C:17]3[N:16]=2)[CH:12]=[CH:11][C:6]=1[C:7]([O:9][CH3:10])=[O:8])(=[O:3])[CH3:2], predict the reactants needed to synthesize it.